Dataset: Forward reaction prediction with 1.9M reactions from USPTO patents (1976-2016). Task: Predict the product of the given reaction. (1) Given the reactants [Br:1][CH2:2][C:3]1[CH:8]=[CH:7][CH:6]=[C:5]([O:9][CH3:10])[CH:4]=1.[C:11]1([P:17]([C:24]2[CH:29]=[CH:28][CH:27]=[CH:26][CH:25]=2)[C:18]2[CH:23]=[CH:22][CH:21]=[CH:20][CH:19]=2)[CH:16]=[CH:15][CH:14]=[CH:13][CH:12]=1, predict the reaction product. The product is: [Br-:1].[CH3:10][O:9][C:5]1[CH:4]=[C:3]([CH:8]=[CH:7][CH:6]=1)[CH2:2][P+:17]([C:18]1[CH:19]=[CH:20][CH:21]=[CH:22][CH:23]=1)([C:24]1[CH:29]=[CH:28][CH:27]=[CH:26][CH:25]=1)[C:11]1[CH:12]=[CH:13][CH:14]=[CH:15][CH:16]=1. (2) Given the reactants [CH2:1]([O:5][C:6]1[CH:7]=[C:8]([CH:12]([F:15])[C:13]#[N:14])[CH:9]=[CH:10][CH:11]=1)[CH2:2][CH2:3][CH3:4], predict the reaction product. The product is: [CH2:1]([O:5][C:6]1[CH:7]=[C:8]([CH:12]([F:15])[CH2:13][NH2:14])[CH:9]=[CH:10][CH:11]=1)[CH2:2][CH2:3][CH3:4]. (3) Given the reactants CC1(C)C(C)(C)OB([C:9]2[CH:10]=[C:11]([C:15]3[CH:16]=NC=N[CH:20]=3)[CH:12]=[CH:13][CH:14]=2)O1.[C:35]1(P([C:35]2[CH:40]=[CH:39][CH:38]=[CH:37][CH:36]=2)[C:35]2[CH:40]=[CH:39][CH:38]=[CH:37][CH:36]=2)[CH:40]=[CH:39][CH:38]=[CH:37][CH:36]=1.[C:41]1([C:72]2[CH:77]=[CH:76][CH:75]=[C:74](C3C=CC=CC=3)[CH:73]=2)[CH:46]=[C:45]([C:47]2[CH:52]=[C:51]([C:53]3[CH:54]=[CH:55][CH:56]=[C:57]([C:59]4[CH:64]=[CH:63][CH:62]=[C:61](C5C=CC=CC=5)[CH:60]=4)[CH:58]=3)[N:50]=[C:49]([Cl:71])[N:48]=2)C=CC=1, predict the reaction product. The product is: [C:72]1([C:41]2[CH:46]=[C:45]([C:47]3[CH:52]=[C:51]([C:53]4[CH:54]=[C:55]([C:35]5[CH:36]=[CH:37][CH:38]=[CH:39][CH:40]=5)[CH:56]=[C:57]([C:59]5[CH:64]=[CH:63][CH:62]=[CH:61][CH:60]=5)[CH:58]=4)[N:50]=[C:49]([Cl:71])[N:48]=3)[CH:20]=[C:15]([C:11]3[CH:10]=[CH:9][CH:14]=[CH:13][CH:12]=3)[CH:16]=2)[CH:73]=[CH:74][CH:75]=[CH:76][CH:77]=1. (4) Given the reactants [Br:1][C:2]1[CH:10]=[CH:9][C:5]([C:6]([OH:8])=O)=[CH:4][C:3]=1[F:11].[NH:12]([C:14]([O:16][C:17]([CH3:20])([CH3:19])[CH3:18])=[O:15])[NH2:13].C1C=NC2N(O)N=NC=2C=1.C(Cl)CCl, predict the reaction product. The product is: [Br:1][C:2]1[CH:10]=[CH:9][C:5]([C:6]([NH:13][NH:12][C:14]([O:16][C:17]([CH3:20])([CH3:19])[CH3:18])=[O:15])=[O:8])=[CH:4][C:3]=1[F:11]. (5) Given the reactants Br[C:2]1[CH:3]=[C:4]2[C:9](=[O:10])[N:8]3[CH2:11][CH2:12][NH:13][C:7]3([C:14]3[CH:19]=[CH:18][C:17]([Cl:20])=[CH:16][CH:15]=3)[CH2:6][N:5]2[CH:21]=1.[N:22]1[CH:27]=[CH:26][CH:25]=[C:24](B(O)O)[CH:23]=1.C(=O)([O-])[O-].[Na+].[Na+].C(O)C, predict the reaction product. The product is: [Cl:20][C:17]1[CH:18]=[CH:19][C:14]([C:7]23[NH:13][CH2:12][CH2:11][N:8]2[C:9](=[O:10])[C:4]2[N:5]([CH:21]=[C:2]([C:24]4[CH:23]=[N:22][CH:27]=[CH:26][CH:25]=4)[CH:3]=2)[CH2:6]3)=[CH:15][CH:16]=1. (6) Given the reactants Br[CH2:2][C:3]1[C:12]2[C:7](=[C:8]([F:14])[C:9]([F:13])=[CH:10][CH:11]=2)[NH:6][C:5](=[O:15])[CH:4]=1.[NH:16]1[C:20]2[CH:21]=[CH:22][CH:23]=[CH:24][C:19]=2[N:18]=[C:17]1[C:25]1[N:26]=[CH:27][S:28][CH:29]=1, predict the reaction product. The product is: [F:13][C:9]1[C:8]([F:14])=[C:7]2[C:12]([C:3]([CH2:2][N:16]3[C:20]4[CH:21]=[CH:22][CH:23]=[CH:24][C:19]=4[N:18]=[C:17]3[C:25]3[N:26]=[CH:27][S:28][CH:29]=3)=[CH:4][C:5](=[O:15])[NH:6]2)=[CH:11][CH:10]=1.